Dataset: TCR-epitope binding with 47,182 pairs between 192 epitopes and 23,139 TCRs. Task: Binary Classification. Given a T-cell receptor sequence (or CDR3 region) and an epitope sequence, predict whether binding occurs between them. Result: 1 (the TCR binds to the epitope). The TCR CDR3 sequence is CASSPGTEPNEKLFF. The epitope is IPSINVHHY.